Predict which catalyst facilitates the given reaction. From a dataset of Catalyst prediction with 721,799 reactions and 888 catalyst types from USPTO. Reactant: [CH2:1]([O:3][C:4]([C:6]1[C:14]2[C:9](=[N:10][CH:11]=[C:12]([C:15]3[CH:20]=[C:19]([O:21][CH3:22])[C:18]([O:23][CH3:24])=[C:17]([O:25][CH3:26])[CH:16]=3)[N:13]=2)[NH:8][C:7]=1[CH3:27])=[O:5])[CH3:2].[H-].[Na+].Cl[CH2:31][O:32][CH2:33][CH2:34][Si:35]([CH3:38])([CH3:37])[CH3:36]. Product: [CH2:1]([O:3][C:4]([C:6]1[C:14]2[C:9](=[N:10][CH:11]=[C:12]([C:15]3[CH:20]=[C:19]([O:21][CH3:22])[C:18]([O:23][CH3:24])=[C:17]([O:25][CH3:26])[CH:16]=3)[N:13]=2)[N:8]([CH2:31][O:32][CH2:33][CH2:34][Si:35]([CH3:38])([CH3:37])[CH3:36])[C:7]=1[CH3:27])=[O:5])[CH3:2]. The catalyst class is: 3.